This data is from Forward reaction prediction with 1.9M reactions from USPTO patents (1976-2016). The task is: Predict the product of the given reaction. (1) Given the reactants C1(N=C=NC2CCCCC2)CCCCC1.[NH:16]1[C:20](=[O:21])[CH2:19][CH2:18][C@H:17]1[C:22]([OH:24])=O.[CH2:25]([NH2:32])[C:26]1[CH:31]=[CH:30][CH:29]=[CH:28][CH:27]=1.[C:33](OC([O-])=O)([O:35][C:36]([CH3:39])([CH3:38])[CH3:37])=[O:34].C(N(CC)CC)C, predict the reaction product. The product is: [C:36]([O:35][C:33]([N:16]1[C:20](=[O:21])[CH2:19][CH2:18][C@H:17]1[C:22](=[O:24])[NH:32][CH2:25][C:26]1[CH:31]=[CH:30][CH:29]=[CH:28][CH:27]=1)=[O:34])([CH3:39])([CH3:38])[CH3:37]. (2) Given the reactants [NH2:1][C:2]1[C:3]([NH:8][C:9](=O)[C:10]([C@@H:13]2[C:26]3[C:21](=[N:22][C:23]([C:27]4[CH:32]=[CH:31][C:30]([C:33]5[N:37]([CH3:38])[N:36]=[N:35][N:34]=5)=[CH:29][CH:28]=4)=[CH:24][CH:25]=3)[O:20][C:19]3[C:14]2=[CH:15][CH:16]=[CH:17][C:18]=3[F:39])([CH3:12])[CH3:11])=[N:4][CH:5]=[CH:6][N:7]=1, predict the reaction product. The product is: [NH:1]1[C:2]2=[N:7][CH:6]=[CH:5][N:4]=[C:3]2[N:8]=[C:9]1[C:10]([C@@H:13]1[C:26]2[C:21](=[N:22][C:23]([C:27]3[CH:32]=[CH:31][C:30]([C:33]4[N:37]([CH3:38])[N:36]=[N:35][N:34]=4)=[CH:29][CH:28]=3)=[CH:24][CH:25]=2)[O:20][C:19]2[C:14]1=[CH:15][CH:16]=[CH:17][C:18]=2[F:39])([CH3:12])[CH3:11]. (3) Given the reactants [CH3:1][S:2]([C:5]1[CH:10]=[CH:9][C:8]([C:11]2[CH:12]=[C:13]([N+:25]([O-:27])=[O:26])[C:14]([O:17][CH2:18][CH:19]3[CH2:24][CH2:23][NH:22][CH2:21][CH2:20]3)=[N:15][CH:16]=2)=[CH:7][CH:6]=1)(=[O:4])=[O:3].[CH:28]1([CH2:34][C:35](O)=[O:36])[CH2:33][CH2:32][CH2:31][CH2:30][CH2:29]1.CN(C=O)C.CN(C(ON1N=NC2C=CC=CC1=2)=[N+](C)C)C.[B-](F)(F)(F)F, predict the reaction product. The product is: [CH:28]1([CH2:34][C:35]([N:22]2[CH2:21][CH2:20][CH:19]([CH2:18][O:17][C:14]3[C:13]([N+:25]([O-:27])=[O:26])=[CH:12][C:11]([C:8]4[CH:9]=[CH:10][C:5]([S:2]([CH3:1])(=[O:4])=[O:3])=[CH:6][CH:7]=4)=[CH:16][N:15]=3)[CH2:24][CH2:23]2)=[O:36])[CH2:33][CH2:32][CH2:31][CH2:30][CH2:29]1. (4) Given the reactants C([N:3]1[C:7]([O:8][C:9]2[CH:14]=[CH:13][C:12]([C:15]([F:18])([F:17])[F:16])=[CH:11][CH:10]=2)=[CH:6][C:5]([C:19]2[CH:20]=[C:21]([C:25]3([NH:29][C:30](=[O:36])[O:31][C:32]([CH3:35])([CH3:34])[CH3:33])[CH2:28][O:27][CH2:26]3)[CH:22]=[CH:23][CH:24]=2)=[N:4]1)=C.C[N+]1([O-])CCOCC1.[O-]S([O-])=O.[Na+].[Na+], predict the reaction product. The product is: [F:18][C:15]([F:16])([F:17])[C:12]1[CH:13]=[CH:14][C:9]([O:8][C:7]2[NH:3][N:4]=[C:5]([C:19]3[CH:20]=[C:21]([C:25]4([NH:29][C:30](=[O:36])[O:31][C:32]([CH3:34])([CH3:35])[CH3:33])[CH2:28][O:27][CH2:26]4)[CH:22]=[CH:23][CH:24]=3)[CH:6]=2)=[CH:10][CH:11]=1. (5) Given the reactants Cl[CH2:2][C:3]1([C:17]([O:19]CC)=[O:18])[CH2:6][N:5]([C:7]([CH:9]2[CH2:14][CH2:13][C:12]([F:16])([F:15])[CH2:11][CH2:10]2)=[O:8])[CH2:4]1.[Cl:22][C:23]1[CH:28]=[CH:27][C:26]([C:29]2[CH:34]=[CH:33][C:32]([OH:35])=[CH:31][CH:30]=2)=[CH:25][CH:24]=1, predict the reaction product. The product is: [Cl:22][C:23]1[CH:24]=[CH:25][C:26]([C:29]2[CH:34]=[CH:33][C:32]([O:35][CH2:2][C:3]3([C:17]([OH:19])=[O:18])[CH2:4][N:5]([C:7]([CH:9]4[CH2:14][CH2:13][C:12]([F:15])([F:16])[CH2:11][CH2:10]4)=[O:8])[CH2:6]3)=[CH:31][CH:30]=2)=[CH:27][CH:28]=1. (6) Given the reactants Cl.[F:2][C:3]1([F:8])[CH2:7][CH2:6][NH:5][CH2:4]1.[C:9]([O:13][C:14](=[O:19])[NH:15][CH2:16][CH2:17]Br)([CH3:12])([CH3:11])[CH3:10].C(N(CC)C(C)C)(C)C, predict the reaction product. The product is: [F:2][C:3]1([F:8])[CH2:7][CH2:6][N:5]([CH2:17][CH2:16][NH:15][C:14](=[O:19])[O:13][C:9]([CH3:12])([CH3:11])[CH3:10])[CH2:4]1.